Predict which catalyst facilitates the given reaction. From a dataset of Catalyst prediction with 721,799 reactions and 888 catalyst types from USPTO. (1) Reactant: [CH3:1][O:2][CH2:3][CH2:4][O:5][P:6]([CH2:13][C:14]1[CH:19]=[CH:18][C:17]([N+:20]([O-])=O)=[C:16]([O:23][CH3:24])[CH:15]=1)(=[O:12])[O:7][CH2:8][CH2:9][O:10][CH3:11].[H][H]. Product: [NH2:20][C:17]1[CH:18]=[CH:19][C:14]([CH2:13][P:6](=[O:12])([O:7][CH2:8][CH2:9][O:10][CH3:11])[O:5][CH2:4][CH2:3][O:2][CH3:1])=[CH:15][C:16]=1[O:23][CH3:24]. The catalyst class is: 19. (2) Reactant: [Cl:1][C:2]1[CH:7]=[C:6]([O:8][C:9]2[CH:10]=[C:11]([CH3:25])[C:12]3[CH:16]([CH2:17][C:18]([O:20]CC)=[O:19])[O:15][B:14]([OH:23])[C:13]=3[CH:24]=2)[CH:5]=[CH:4][N:3]=1.[OH-].[Na+]. Product: [Cl:1][C:2]1[CH:7]=[C:6]([O:8][C:9]2[CH:10]=[C:11]([CH3:25])[C:12]3[CH:16]([CH2:17][C:18]([OH:20])=[O:19])[O:15][B:14]([OH:23])[C:13]=3[CH:24]=2)[CH:5]=[CH:4][N:3]=1. The catalyst class is: 92.